Dataset: Full USPTO retrosynthesis dataset with 1.9M reactions from patents (1976-2016). Task: Predict the reactants needed to synthesize the given product. Given the product [O:20]1[C:21]2[CH:22]=[CH:23][C:25]([NH:13][C:12]3[C:11]4[C:10](=[CH:9][CH:8]=[C:6]5[N:7]=[C:3]([C:1]#[N:2])[S:4][C:5]5=4)[N:14]=[CH:15][N:16]=3)=[CH:26][C:27]=2[O:28][CH2:19]1, predict the reactants needed to synthesize it. The reactants are: [C:1]([C:3]1[S:4][C:5]2[C:11]([C:12]#[N:13])=[C:10](/[N:14]=[CH:15]/[N:16](C)C)[CH:9]=[CH:8][C:6]=2[N:7]=1)#[N:2].[CH2:19]1[O:28][C:27]2[CH:26]=[CH:25][C:23](N)=[CH:22][C:21]=2[O:20]1.[K+].[Br-].